From a dataset of Catalyst prediction with 721,799 reactions and 888 catalyst types from USPTO. Predict which catalyst facilitates the given reaction. (1) Reactant: [C:1]([O:5][C:6]([N:8]1[CH2:13][CH2:12][CH2:11][CH2:10][C@@H:9]1[CH:14]=O)=[O:7])([CH3:4])([CH3:3])[CH3:2].C([O-])([O-])=O.[Na+].[Na+].Cl.[NH2:23][OH:24]. Product: [C:1]([O:5][C:6]([N:8]1[CH2:13][CH2:12][CH2:11][CH2:10][C@@H:9]1[CH:14]=[N:23][OH:24])=[O:7])([CH3:4])([CH3:3])[CH3:2]. The catalyst class is: 24. (2) Reactant: [CH3:1][O:2][C:3]1[CH:4]=[C:5]([N:13]=[C:14]=S)[CH:6]=[C:7]([O:11][CH3:12])[C:8]=1[O:9][CH3:10].[CH2:16]([N:20]([CH2:25][C:26]1[CH:27]=[C:28]([NH2:46])[C:29]([NH:32][CH2:33][CH2:34][CH2:35][N:36]([CH3:45])[CH2:37][CH2:38]C2C=CN=CC=2)=[CH:30][CH:31]=1)[CH2:21][CH:22]([CH3:24])[CH3:23])[CH:17]([CH3:19])[CH3:18].[NH3:47]. Product: [CH2:16]([N:20]([CH2:25][C:26]1[CH:31]=[CH:30][C:29]2[N:32]([CH2:33][CH2:34][CH2:35][N:36]([CH3:45])[CH2:37][CH2:38][C:5]3[CH:4]=[CH:3][CH:8]=[CH:7][N:47]=3)[C:14]([NH:13][C:5]3[CH:4]=[C:3]([O:2][CH3:1])[C:8]([O:9][CH3:10])=[C:7]([O:11][CH3:12])[CH:6]=3)=[N:46][C:28]=2[CH:27]=1)[CH2:21][CH:22]([CH3:23])[CH3:24])[CH:17]([CH3:18])[CH3:19]. The catalyst class is: 7. (3) Reactant: [N+:1]([C:4]1[CH:9]=[CH:8][C:7]([OH:10])=[CH:6][CH:5]=1)([O-:3])=[O:2].C(=O)([O-])[O-].[K+].[K+].Cl.Cl[CH2:19][C:20]1[CH:25]=[CH:24][C:23]([CH3:26])=[CH:22][N:21]=1.O. Product: [CH3:26][C:23]1[CH:24]=[CH:25][C:20]([CH2:19][O:10][C:7]2[CH:8]=[CH:9][C:4]([N+:1]([O-:3])=[O:2])=[CH:5][CH:6]=2)=[N:21][CH:22]=1. The catalyst class is: 16. (4) The catalyst class is: 381. Product: [CH3:61][O:60][C:58](=[O:59])[NH:1][C@@H:4]([C@H:46]1[CH2:50][CH2:49][O:48][CH2:47]1)[C:5](=[O:6])[NH:7][C@@H:8]([CH2:39][C:40]1[CH:45]=[CH:44][CH:43]=[CH:42][CH:41]=1)[C@@H:9]([OH:38])[CH2:10][C@H:11]([CH2:12][C:13]1[CH:18]=[CH:17][C:16]([C:19]2[CH:24]=[CH:23][CH:22]=[CH:21][N:20]=2)=[CH:15][CH:14]=1)[NH:25][C:26](=[O:37])[C@H:27]([C:33]([CH3:34])([CH3:35])[CH3:36])[NH:28][C:58](=[O:59])[O:60][CH3:61]. Reactant: [N:1]([C@@H:4]([C@H:46]1[CH2:50][CH2:49][O:48][CH2:47]1)[C:5]([NH:7][C@@H:8]([CH2:39][C:40]1[CH:45]=[CH:44][CH:43]=[CH:42][CH:41]=1)[C@@H:9]([OH:38])[CH2:10][C@@H:11]([NH:25][C:26](=[O:37])[C@H:27]([C:33]([CH3:36])([CH3:35])[CH3:34])[NH:28]C(OC)=O)[CH2:12][C:13]1[CH:18]=[CH:17][C:16]([C:19]2[CH:24]=[CH:23][CH:22]=[CH:21][N:20]=2)=[CH:15][CH:14]=1)=[O:6])=[N+]=[N-].N1C=CC=CC=1.Cl[C:58]([O:60][CH3:61])=[O:59]. (5) Reactant: [CH3:1][NH:2][C:3]1[CH:4]=[N:5][CH:6]=[CH:7][C:8]=1[C:9]1[CH:14]=[CH:13][CH:12]=[CH:11][C:10]=1[CH3:15].[CH3:16][C:17]1[CH:18]=[C:19]([CH:23]=[C:24]([CH3:26])[CH:25]=1)[C:20]([OH:22])=O. Product: [CH3:26][C:24]1[CH:23]=[C:19]([CH:18]=[C:17]([CH3:16])[CH:25]=1)[C:20]([N:2]([CH3:1])[C:3]1[CH:4]=[N:5][CH:6]=[CH:7][C:8]=1[C:9]1[CH:14]=[CH:13][CH:12]=[CH:11][C:10]=1[CH3:15])=[O:22]. The catalyst class is: 243.